Dataset: Full USPTO retrosynthesis dataset with 1.9M reactions from patents (1976-2016). Task: Predict the reactants needed to synthesize the given product. Given the product [CH3:1][O:2][C:3](=[O:16])[CH2:4][CH2:5][S:6][CH2:7][C:8]1[CH:9]=[CH:10][C:11]([C:33]2[CH:34]=[CH:35][C:30]([C:20]3[C:21]4[O:22][C:23]5[CH:29]=[CH:28][CH:27]=[CH:26][C:24]=5[C:25]=4[CH:17]=[CH:18][CH:19]=3)=[CH:31][CH:32]=2)=[CH:12][CH:13]=1, predict the reactants needed to synthesize it. The reactants are: [CH3:1][O:2][C:3](=[O:16])[CH:4](C)[CH2:5][S:6][CH2:7][C:8]1[CH:13]=[CH:12][C:11](Br)=[CH:10][CH:9]=1.[CH:17]1[C:25]2[C:24]3[CH:26]=[CH:27][CH:28]=[CH:29][C:23]=3[O:22][C:21]=2[C:20]([C:30]2[CH:35]=[CH:34][C:33](B(O)O)=[CH:32][CH:31]=2)=[CH:19][CH:18]=1.C([O-])([O-])=O.[K+].[K+].